Dataset: Orexin1 receptor HTS with 218,158 compounds and 233 confirmed actives. Task: Binary Classification. Given a drug SMILES string, predict its activity (active/inactive) in a high-throughput screening assay against a specified biological target. The drug is o1c(c2c([N+]([O-])=O)cccc2)ccc1/C=C(\c1ccccc1)C(O)=O. The result is 0 (inactive).